From a dataset of Reaction yield outcomes from USPTO patents with 853,638 reactions. Predict the reaction yield, written as a fraction of the theoretical maximum amount of product (1.0 means a 100% yield; for example, 0.34 means a 34% yield). The reactants are [CH2:1]([O:4][C:5]1[C:6]([CH2:20][CH3:21])=[C:7]([CH2:15][C:16]([O:18][CH3:19])=[O:17])[CH:8]=[C:9]([O:11][CH2:12][CH:13]=[CH2:14])[CH:10]=1)[CH:2]=[CH2:3].[C:22](O)(=[O:29])[C:23]1[CH:28]=[CH:27][CH:26]=[CH:25][CH:24]=1.FC(F)(F)C(OC(=O)C(F)(F)F)=O.C(=O)([O-])O.[Na+]. The catalyst is FC(F)(F)C(O)=O. The product is [CH2:12]([O:11][C:9]1[C:8]([C:22](=[O:29])[C:23]2[CH:28]=[CH:27][CH:26]=[CH:25][CH:24]=2)=[C:7]([CH2:15][C:16]([O:18][CH3:19])=[O:17])[C:6]([CH2:20][CH3:21])=[C:5]([O:4][CH2:1][CH:2]=[CH2:3])[CH:10]=1)[CH:13]=[CH2:14]. The yield is 0.550.